This data is from Forward reaction prediction with 1.9M reactions from USPTO patents (1976-2016). The task is: Predict the product of the given reaction. (1) Given the reactants [Cl:1][C:2]1[N:10]=[C:9]([Cl:11])[C:8]([F:12])=[CH:7][C:3]=1[C:4](O)=O.[Cl:13]C1N=CC=CC=1C(O)=O, predict the reaction product. The product is: [Cl:1][C:2]1[N:10]=[C:9]([Cl:11])[C:8]([F:12])=[CH:7][C:3]=1[CH2:4][Cl:13]. (2) The product is: [CH3:23][O:24][C:25]1[C:32]([O:33][CH3:34])=[C:31]([O:35][CH3:36])[CH:30]=[C:29]([CH3:37])[C:26]=1[CH:27]([C:15]1[C:16]([O:21][CH3:22])=[N:17][CH:18]=[C:19]([Cl:20])[C:14]=1[Cl:13])[OH:28]. Given the reactants C([Li])CCC.C(NC(C)C)(C)C.[Cl:13][C:14]1[C:19]([Cl:20])=[CH:18][N:17]=[C:16]([O:21][CH3:22])[CH:15]=1.[CH3:23][O:24][C:25]1[C:32]([O:33][CH3:34])=[C:31]([O:35][CH3:36])[CH:30]=[C:29]([CH3:37])[C:26]=1[CH:27]=[O:28], predict the reaction product. (3) Given the reactants [CH3:1][C:2]1[C:3]([C:8]#[N:9])=[N:4][CH:5]=[CH:6][CH:7]=1.[Br:10]N1C(=O)CCC1=O.CC(O)=O.CC(N=NC(C#N)(C)C)(C#N)C, predict the reaction product. The product is: [Br:10][CH2:1][C:2]1[C:3]([C:8]#[N:9])=[N:4][CH:5]=[CH:6][CH:7]=1. (4) Given the reactants [Br:1][C:2]1[C:3](Cl)=[N:4][C:5]([Cl:8])=[N:6][CH:7]=1.[CH2:10]([CH:12]([NH2:15])[CH2:13][CH3:14])[CH3:11].CCN(C(C)C)C(C)C, predict the reaction product. The product is: [Br:1][C:2]1[C:3]([NH:15][CH:12]([CH2:13][CH3:14])[CH2:10][CH3:11])=[N:4][C:5]([Cl:8])=[N:6][CH:7]=1. (5) Given the reactants [C:1]1(/[CH:7]=[CH:8]/[C:9]2[CH:14]=[CH:13][C:12]([C@@H:15]3[N:19]([C:20]([O:22][C:23]([CH3:26])([CH3:25])[CH3:24])=[O:21])[C@H:18]([C:27]([O:29][CH3:30])=[O:28])[CH2:17][CH2:16]3)=[CH:11][CH:10]=2)[CH:6]=[CH:5][CH:4]=[CH:3][CH:2]=1, predict the reaction product. The product is: [C:1]1([CH2:7][CH2:8][C:9]2[CH:14]=[CH:13][C:12]([C@@H:15]3[N:19]([C:20]([O:22][C:23]([CH3:26])([CH3:25])[CH3:24])=[O:21])[C@H:18]([C:27]([O:29][CH3:30])=[O:28])[CH2:17][CH2:16]3)=[CH:11][CH:10]=2)[CH:6]=[CH:5][CH:4]=[CH:3][CH:2]=1.